This data is from Catalyst prediction with 721,799 reactions and 888 catalyst types from USPTO. The task is: Predict which catalyst facilitates the given reaction. Reactant: [C:1]([C:5]1[CH:10]=[CH:9][C:8]([C:11]2[N:19]([CH3:20])[C:14]3=[N:15][CH:16]=[CH:17][CH:18]=[C:13]3[C:12]=2C=O)=[CH:7][CH:6]=1)([O:3][CH3:4])=[O:2].[C:23](O)(=O)[CH2:24][C:25]([OH:27])=[O:26].N1CCCCC1. Product: [C:1]([C:5]1[CH:10]=[CH:9][C:8]([C:11]2[N:19]([CH3:20])[C:14]3=[N:15][CH:16]=[CH:17][CH:18]=[C:13]3[C:12]=2[CH:23]=[CH:24][C:25]([OH:27])=[O:26])=[CH:7][CH:6]=1)([O:3][CH3:4])=[O:2]. The catalyst class is: 17.